From a dataset of Forward reaction prediction with 1.9M reactions from USPTO patents (1976-2016). Predict the product of the given reaction. The product is: [F:1][C:2]1[CH:3]=[CH:4][CH:5]=[C:6]([C:30]#[N:31])[C:7]=1[C:8]1[CH:13]=[C:12]([C:14]2[N:18]3[N:19]=[CH:20][C:21]([C:23]([OH:26])([CH3:24])[CH3:25])=[N:22][C:17]3=[N:16][CH:15]=2)[C:11]([OH:27])=[CH:10][C:9]=1[F:29]. Given the reactants [F:1][C:2]1[CH:3]=[CH:4][CH:5]=[C:6]([C:30]#[N:31])[C:7]=1[C:8]1[CH:13]=[C:12]([C:14]2[N:18]3[N:19]=[CH:20][C:21]([C:23]([OH:26])([CH3:25])[CH3:24])=[N:22][C:17]3=[N:16][CH:15]=2)[C:11]([O:27]C)=[CH:10][C:9]=1[F:29].B(Br)(Br)Br, predict the reaction product.